This data is from Full USPTO retrosynthesis dataset with 1.9M reactions from patents (1976-2016). The task is: Predict the reactants needed to synthesize the given product. (1) The reactants are: C(OC([N:8]1[CH2:13][CH2:12][CH:11]([C:14](=[O:23])[C:15]2[CH:20]=[CH:19][C:18]([S:21][CH3:22])=[CH:17][CH:16]=2)[CH2:10][CH2:9]1)=O)(C)(C)C.[C:24]1([C:26](=[CH:28][CH:29]=[CH:30][CH:31]=1)O)[OH:25].CC1C=CC(S(O)(=O)=O)=CC=1.O. Given the product [CH3:22][S:21][C:18]1[CH:17]=[CH:16][C:15]([C:14]2([CH:11]3[CH2:10][CH2:9][NH:8][CH2:13][CH2:12]3)[O:23][C:31]3[CH:30]=[CH:29][CH:28]=[CH:26][C:24]=3[O:25]2)=[CH:20][CH:19]=1, predict the reactants needed to synthesize it. (2) Given the product [C:13]([N:1]1[CH2:6][CH2:5][CH:4]([C:7]([OH:9])=[O:8])[CH2:3][CH2:2]1)([O:15][C:16]([CH3:19])([CH3:18])[CH3:17])=[O:12], predict the reactants needed to synthesize it. The reactants are: [NH:1]1[CH2:6][CH2:5][CH:4]([C:7]([OH:9])=[O:8])[CH2:3][CH2:2]1.[OH-].[Na+].[O:12](C(OC(C)(C)C)=O)[C:13]([O:15][C:16]([CH3:19])([CH3:18])[CH3:17])=O. (3) Given the product [F:1][C:2]1[CH:3]=[C:4]([CH:11]=[CH:12][C:13]=1[CH2:14][C:15]([C:17]1[CH:22]=[CH:21][C:20]([OH:23])=[C:19]([F:25])[C:18]=1[OH:26])=[O:16])[C:5]([OH:7])=[O:6], predict the reactants needed to synthesize it. The reactants are: [F:1][C:2]1[CH:3]=[C:4]([CH:11]=[CH:12][C:13]=1[CH2:14][C:15]([C:17]1[CH:22]=[CH:21][C:20]([O:23]C)=[C:19]([F:25])[C:18]=1[OH:26])=[O:16])[C:5]([O:7]C(C)C)=[O:6].[Al+3].[Cl-].[Cl-].[Cl-].Cl. (4) Given the product [Br:1][C:2]1[C:7](=[O:8])[NH:6][C:5]([C:9]([F:10])([F:11])[F:12])=[C:4]([C:13]([NH:20][CH2:21][C@@H:22]([OH:39])[CH2:23][N:24]2[CH2:29][CH2:28][CH:27]([O:30][C:31]3[CH:36]=[CH:35][C:34]([Cl:37])=[C:33]([Cl:38])[CH:32]=3)[CH2:26][CH2:25]2)=[O:15])[CH:3]=1, predict the reactants needed to synthesize it. The reactants are: [Br:1][C:2]1[C:7](=[O:8])[NH:6][C:5]([C:9]([F:12])([F:11])[F:10])=[C:4]([C:13]([OH:15])=O)[CH:3]=1.S(Cl)(Cl)=O.[NH2:20][CH2:21][C@@H:22]([OH:39])[CH2:23][N:24]1[CH2:29][CH2:28][CH:27]([O:30][C:31]2[CH:36]=[CH:35][C:34]([Cl:37])=[C:33]([Cl:38])[CH:32]=2)[CH2:26][CH2:25]1. (5) Given the product [Cl:1][C:2]1[CH:8]=[CH:7][C:5]2[O:6][C@@H:23]([CH2:14][OH:13])[CH2:22][O:9][C:4]=2[CH:3]=1, predict the reactants needed to synthesize it. The reactants are: [Cl:1][C:2]1[CH:3]=[C:4]([OH:9])[C:5](=[CH:7][CH:8]=1)[OH:6].C([O:13][C:14]1[C:14](=[CH:23][C:22](Cl)=[CH:22][CH:23]=1)[O:13]C(=O)C)(=O)C.[O-]P([O-])([O-])=O.[K+].[K+].[K+].C(OS(C1C=CC=C([N+]([O-])=O)C=1)(=O)=O)[C@@H]1OC1.[OH-].[Na+].